From a dataset of Reaction yield outcomes from USPTO patents with 853,638 reactions. Predict the reaction yield, written as a fraction of the theoretical maximum amount of product (1.0 means a 100% yield; for example, 0.34 means a 34% yield). (1) The reactants are [NH:1]1[CH:5]=[C:4]([C:6]([O:8][CH2:9][CH3:10])=[O:7])[CH:3]=[N:2]1.Cl[C:12]1[NH:21][C:20](=[O:22])[C:19]2[C:14](=[CH:15][CH:16]=[C:17]([N+:23]([O-:25])=[O:24])[CH:18]=2)[N:13]=1. No catalyst specified. The product is [CH2:9]([O:8][C:6]([C:4]1[CH:5]=[N:1][N:2]([C:12]2[NH:21][C:20](=[O:22])[C:19]3[C:14](=[CH:15][CH:16]=[C:17]([N+:23]([O-:25])=[O:24])[CH:18]=3)[N:13]=2)[CH:3]=1)=[O:7])[CH3:10]. The yield is 0.980. (2) The reactants are C([O:4][CH2:5][CH:6]1[CH:11]=[CH:10][C@H:9]([NH:12][C:13]2[C:18]([N+:19]([O-])=O)=[CH:17][N:16]=[C:15]3[CH:22]=[CH:23][S:24][C:14]=23)[CH2:8][O:7]1)(=O)C. The catalyst is [Pd].CO. The product is [NH2:19][C:18]1[C:13]([NH:12][C@@H:9]2[CH2:8][O:7][C@@H:6]([CH2:5][OH:4])[CH2:11][CH2:10]2)=[C:14]2[S:24][CH:23]=[CH:22][C:15]2=[N:16][CH:17]=1. The yield is 0.580. (3) The reactants are [F:1][C:2]1[CH:10]=[C:9]2[C:5]([C:6]([C:20]3[CH:21]=[N:22][N:23]([CH2:25][CH:26]4[CH2:31][CH2:30][NH:29][CH2:28][CH2:27]4)[CH:24]=3)=[CH:7][N:8]2[S:11]([C:14]2[CH:19]=[CH:18][CH:17]=[CH:16][CH:15]=2)(=[O:13])=[O:12])=[CH:4][CH:3]=1.Br[CH2:33][CH2:34][F:35]. No catalyst specified. The yield is 1.00. The product is [F:1][C:2]1[CH:10]=[C:9]2[C:5]([C:6]([C:20]3[CH:21]=[N:22][N:23]([CH2:25][CH:26]4[CH2:31][CH2:30][N:29]([CH2:33][CH2:34][F:35])[CH2:28][CH2:27]4)[CH:24]=3)=[CH:7][N:8]2[S:11]([C:14]2[CH:15]=[CH:16][CH:17]=[CH:18][CH:19]=2)(=[O:12])=[O:13])=[CH:4][CH:3]=1. (4) The reactants are Br[C:2]1[CH:7]=[C:6]([F:8])[CH:5]=[CH:4][C:3]=1[O:9][CH3:10].[CH:11]1[C:23]2[NH:22][C:21]3[C:16](=[CH:17][CH:18]=[CH:19][CH:20]=3)[C:15]=2[CH:14]=[CH:13][CH:12]=1. The catalyst is O1CCOCC1.[Cu]I.NCC(N)C. The product is [F:8][C:6]1[CH:5]=[CH:4][C:3]([O:9][CH3:10])=[C:2]([N:22]2[C:23]3[CH:11]=[CH:12][CH:13]=[CH:14][C:15]=3[C:16]3[C:21]2=[CH:20][CH:19]=[CH:18][CH:17]=3)[CH:7]=1. The yield is 0.260. (5) The reactants are [Br:1][C:2]1[CH:3]=[C:4]2[C:15]3([CH2:17][O:16]3)[C:14]3[CH:13]=[C:12]([Cl:18])[N:11]=[C:10]([F:19])[C:9]=3[O:8][C:5]2=[CH:6][CH:7]=1.[N:20]([Si](C)(C)C)=[N+:21]=[N-:22]. The catalyst is CN(C=O)C.CCOC(C)=O.O. The product is [N:20]([C:15]1([CH2:17][OH:16])[C:14]2[CH:13]=[C:12]([Cl:18])[N:11]=[C:10]([F:19])[C:9]=2[O:8][C:5]2[C:4]1=[CH:3][C:2]([Br:1])=[CH:7][CH:6]=2)=[N+:21]=[N-:22]. The yield is 0.990.